Dataset: Catalyst prediction with 721,799 reactions and 888 catalyst types from USPTO. Task: Predict which catalyst facilitates the given reaction. (1) Reactant: [Cl:1][C:2]1[N:10]=[C:9]2[C:5]([N:6]=[CH:7][N:8]2[CH3:11])=[C:4]([N:12]2[CH2:17][CH2:16][O:15][CH2:14][C@H:13]2[CH3:18])[N:3]=1.[Li+].C[Si]([N-][Si](C)(C)C)(C)C.CN([CH:32]=[O:33])C.Cl. Product: [Cl:1][C:2]1[N:10]=[C:9]2[C:5]([N:6]=[C:7]([CH:32]=[O:33])[N:8]2[CH3:11])=[C:4]([N:12]2[CH2:17][CH2:16][O:15][CH2:14][C@H:13]2[CH3:18])[N:3]=1. The catalyst class is: 1. (2) Reactant: [Br:1][CH2:2][C@@:3]([OH:8])([CH3:7])[C:4](O)=[O:5].S(Cl)(Cl)=O.[N+:13]([C:16]1[CH:22]=[CH:21][C:19]([NH2:20])=[CH:18][C:17]=1[C:23]([F:26])([F:25])[F:24])([O-:15])=[O:14].C(N(CC)CC)C. Product: [N+:13]([C:16]1[CH:22]=[CH:21][C:19]([NH:20][C:4](=[O:5])[C@:3]([OH:8])([CH3:7])[CH2:2][Br:1])=[CH:18][C:17]=1[C:23]([F:24])([F:25])[F:26])([O-:15])=[O:14]. The catalyst class is: 1. (3) Reactant: [Cl:1][C:2]1[CH:10]=[C:9]2[C:5]([C@@H:6]([C:12]3[CH:17]=[CH:16][CH:15]=[CH:14][CH:13]=3)[CH2:7][C@H:8]2[OH:11])=[CH:4][CH:3]=1.C(OC(=O)CCC)=C. Product: [Cl:1][C:2]1[CH:10]=[C:9]2[C:5]([C@H:6]([C:12]3[CH:13]=[CH:14][CH:15]=[CH:16][CH:17]=3)[CH2:7][C@@H:8]2[OH:11])=[CH:4][CH:3]=1. The catalyst class is: 11. (4) Reactant: C1(P(C2C=CC=CC=2)C2C=CC=CC=2)C=CC=CC=1.[C:20]([Br:24])(Br)(Br)Br.[CH3:25][C:26]1[O:30][C:29]([C:31]2[CH:36]=[CH:35][CH:34]=[CH:33][CH:32]=2)=[N:28][C:27]=1[CH2:37][CH2:38][O:39][C:40]1[CH:45]=[CH:44][C:43](CO)=[CH:42][CH:41]=1. Product: [Br:24][CH2:20][C:43]1[CH:44]=[CH:45][C:40]([O:39][CH2:38][CH2:37][C:27]2[N:28]=[C:29]([C:31]3[CH:36]=[CH:35][CH:34]=[CH:33][CH:32]=3)[O:30][C:26]=2[CH3:25])=[CH:41][CH:42]=1. The catalyst class is: 2. (5) Reactant: [Cl:1][C:2]1[CH:7]=[C:6]([O:8][CH2:9][CH:10]=[C:11]([Cl:13])[Cl:12])[CH:5]=[C:4]([Cl:14])[C:3]=1[O:15][CH2:16][C:17]([CH2:19]Cl)=[CH2:18].[CH3:21][C:22]([C:24]1[CH:25]=[CH:26][C:27]([OH:30])=[CH:28][CH:29]=1)=[O:23].C(=O)([O-])[O-].[K+].[K+].[I-].[K+]. Product: [Cl:14][C:4]1[CH:5]=[C:6]([O:8][CH2:9][CH:10]=[C:11]([Cl:12])[Cl:13])[CH:7]=[C:2]([Cl:1])[C:3]=1[O:15][CH2:16][C:17](=[CH2:18])[CH2:19][O:30][C:27]1[CH:28]=[CH:29][C:24]([C:22](=[O:23])[CH3:21])=[CH:25][CH:26]=1. The catalyst class is: 10.